From a dataset of Reaction yield outcomes from USPTO patents with 853,638 reactions. Predict the reaction yield, written as a fraction of the theoretical maximum amount of product (1.0 means a 100% yield; for example, 0.34 means a 34% yield). (1) The reactants are [Br:1]N1C(=O)CCC1=O.[Cl:9][C:10]1[C:11]2[CH:18]=[CH:17][NH:16][C:12]=2[N:13]=[CH:14][N:15]=1. The catalyst is ClCCl. The product is [Br:1][C:18]1[C:11]2[C:10]([Cl:9])=[N:15][CH:14]=[N:13][C:12]=2[NH:16][CH:17]=1. The yield is 0.691. (2) The reactants are [C:1]([O:6][CH2:7][CH2:8][CH2:9][CH2:10][OH:11])(=[O:5])[CH2:2][CH2:3][CH3:4].OS(O)(=O)=O.[N+:17]([O-])([OH:19])=[O:18].[N+](OCCCCO[N+]([O-])=O)([O-])=O. No catalyst specified. The product is [C:1]([O:6][CH2:7][CH2:8][CH2:9][CH2:10][O:11][N+:17]([O-:19])=[O:18])(=[O:5])[CH2:2][CH2:3][CH3:4]. The yield is 0.860.